This data is from Catalyst prediction with 721,799 reactions and 888 catalyst types from USPTO. The task is: Predict which catalyst facilitates the given reaction. (1) Reactant: C[N:2](C(OC(C)(C)C)=O)[C@H:3]([C:22]([OH:24])=[O:23])[CH2:4][N:5]([CH2:13][C:14]1[CH:19]=[C:18]([CH3:20])[CH:17]=[C:16]([NH2:21])[N:15]=1)C(OC(C)(C)C)=O. Product: [NH2:21][C:16]1[N:15]=[C:14]([CH2:13][NH:5][CH2:4][C@@H:3]([C:22]([OH:24])=[O:23])[NH2:2])[CH:19]=[C:18]([CH3:20])[CH:17]=1. The catalyst class is: 33. (2) Product: [NH2:1][C:4]1[CH:5]=[C:6]2[C:11](=[CH:12][CH:13]=1)[CH2:10][NH:9][C:8](=[O:14])[CH2:7]2. Reactant: [N+:1]([C:4]1[CH:5]=[C:6]2[C:11](=[CH:12][CH:13]=1)[CH2:10][NH:9][C:8](=[O:14])[CH2:7]2)([O-])=O. The catalyst class is: 19. (3) Reactant: [O:1]=[C:2]1[CH2:6][CH2:5][CH2:4][N:3]1[CH:7]([C:11]1[CH:16]=[CH:15][CH:14]=[CH:13][CH:12]=1)[C:8]([OH:10])=[O:9].C1CCC(N=C=NC2CCCCC2)CC1.C1C=CC2N(O)N=NC=2C=1.[N:42]12[CH2:49][CH2:48][CH:45]([CH2:46][CH2:47]1)[C@@H:44](O)[CH2:43]2. Product: [O:1]=[C:2]1[CH2:6][CH2:5][CH2:4][N:3]1[CH:7]([C:11]1[CH:16]=[CH:15][CH:14]=[CH:13][CH:12]=1)[C:8]([O:10][C@@H:44]1[CH:45]2[CH2:48][CH2:49][N:42]([CH2:47][CH2:46]2)[CH2:43]1)=[O:9]. The catalyst class is: 1. (4) Product: [O:16]=[C:9]1[C:10]2[C:15](=[CH:14][CH:13]=[CH:12][CH:11]=2)[C:6]([CH2:5][C:4]2[CH:3]=[C:2]([N:1]3[C:20](=[O:21])[CH2:23][C:24]4([CH2:28][CH2:27][CH2:26][CH2:25]4)[C:29]3=[O:30])[CH:19]=[CH:18][CH:17]=2)=[N:7][NH:8]1. The catalyst class is: 5. Reactant: [NH2:1][C:2]1[CH:3]=[C:4]([CH:17]=[CH:18][CH:19]=1)[CH2:5][C:6]1[C:15]2[C:10](=[CH:11][CH:12]=[CH:13][CH:14]=2)[C:9](=[O:16])[NH:8][N:7]=1.[C:20]([CH2:23][C:24]1([C:29](O)=[O:30])[CH2:28][CH2:27][CH2:26][CH2:25]1)(O)=[O:21].